Dataset: Full USPTO retrosynthesis dataset with 1.9M reactions from patents (1976-2016). Task: Predict the reactants needed to synthesize the given product. Given the product [F:16][C:13]([F:14])([F:15])[C:6]1[N:7]=[C:8]([OH:12])[CH:9]=[C:10]([OH:11])[CH:5]=1, predict the reactants needed to synthesize it. The reactants are: C(OC(=O)[C:5]1[C:10]([OH:11])=[CH:9][C:8]([OH:12])=[N:7][C:6]=1[C:13]([F:16])([F:15])[F:14])C.N.